From a dataset of Reaction yield outcomes from USPTO patents with 853,638 reactions. Predict the reaction yield, written as a fraction of the theoretical maximum amount of product (1.0 means a 100% yield; for example, 0.34 means a 34% yield). (1) The reactants are [Br:1][C:2]1[C:3]([F:12])=[C:4]2[C:10]([NH2:11])=[CH:9][NH:8][C:5]2=[N:6][CH:7]=1.[O:13]1[CH2:17][CH2:16][CH:15]([C:18](O)=[O:19])[CH2:14]1.C(N(CC)CC)C.C1N(P(Cl)(N2C(=O)OCC2)=O)C(=O)OC1.O.[OH-].[Li+]. The catalyst is C(Cl)Cl.O. The product is [Br:1][C:2]1[C:3]([F:12])=[C:4]2[C:10]([NH:11][C:18]([CH:15]3[CH2:16][CH2:17][O:13][CH2:14]3)=[O:19])=[CH:9][NH:8][C:5]2=[N:6][CH:7]=1. The yield is 0.740. (2) The reactants are [CH2:1]([O:3][C:4](=[O:17])[C:5]([C:14](=[O:16])[CH3:15])=[CH:6][CH2:7][CH:8]1[CH2:13][CH2:12][CH2:11][CH2:10][CH2:9]1)[CH3:2].C1C(=O)N(Br)C(=O)C1. The catalyst is C(Cl)(Cl)(Cl)Cl. The product is [CH2:1]([O:3][C:4]([C:5]1[CH:6]=[C:7]([CH:8]2[CH2:13][CH2:12][CH2:11][CH2:10][CH2:9]2)[O:16][C:14]=1[CH3:15])=[O:17])[CH3:2]. The yield is 0.770.